Dataset: Reaction yield outcomes from USPTO patents with 853,638 reactions. Task: Predict the reaction yield, written as a fraction of the theoretical maximum amount of product (1.0 means a 100% yield; for example, 0.34 means a 34% yield). (1) The reactants are CN1CCOCC1.ClC(OCC(C)C)=O.[Cl:16][CH2:17][C:18]1[N:19]=[C:20]([C:23]2[CH:31]=[CH:30][C:26]([C:27]([OH:29])=O)=[CH:25][CH:24]=2)[S:21][CH:22]=1.Cl.[CH2:33]([C:38]1[CH:45]=[CH:44][C:41]([CH2:42][NH2:43])=[CH:40][CH:39]=1)[CH2:34][CH2:35][CH2:36][CH3:37]. The catalyst is C1COCC1.C(Cl)Cl. The product is [Cl:16][CH2:17][C:18]1[N:19]=[C:20]([C:23]2[CH:24]=[CH:25][C:26]([C:27]([NH:43][CH2:42][C:41]3[CH:44]=[CH:45][C:38]([CH2:33][CH2:34][CH2:35][CH2:36][CH3:37])=[CH:39][CH:40]=3)=[O:29])=[CH:30][CH:31]=2)[S:21][CH:22]=1. The yield is 0.750. (2) The reactants are [PH3]=O.[CH:3]1[CH:8]=[N:7][CH:6]=[C:5]2[CH2:9][O:10][C:11]3[CH:12]=[C:13]([O:17][CH2:18][C@H:19]([N:24]4C(=O)C5C(=CC=CC=5)C4=O)[CH2:20][CH:21]([CH3:23])[CH3:22])[CH:14]=[CH:15][C:16]=3[C:4]=12.NN. The catalyst is C(O)C.C(OCC)C. The product is [CH:3]1[CH:8]=[N:7][CH:6]=[C:5]2[CH2:9][O:10][C:11]3[CH:12]=[C:13]([O:17][CH2:18][C@H:19]([NH2:24])[CH2:20][CH:21]([CH3:22])[CH3:23])[CH:14]=[CH:15][C:16]=3[C:4]=12. The yield is 0.430. (3) The reactants are [OH:1][CH:2]([C:6]1[CH:7]=[C:8]2[C:25](=[CH:26][CH:27]=1)[C:12]1=[N:13][O:14][C:15]([C:16]3[CH:21]=[CH:20][C:19]([CH2:22][CH2:23][CH3:24])=[CH:18][CH:17]=3)=[C:11]1[CH2:10][CH2:9]2)[C:3]([OH:5])=O.CN1CCOCC1.Cl.[NH2:36][CH2:37][CH2:38][S:39]([CH3:42])(=[O:41])=[O:40].F[P-](F)(F)(F)(F)F.N1(O[P+](N(C)C)(N(C)C)N(C)C)C2C=CC=CC=2N=N1. The catalyst is CN(C=O)C. The product is [OH:1][CH:2]([C:6]1[CH:7]=[C:8]2[C:25](=[CH:26][CH:27]=1)[C:12]1=[N:13][O:14][C:15]([C:16]3[CH:17]=[CH:18][C:19]([CH2:22][CH2:23][CH3:24])=[CH:20][CH:21]=3)=[C:11]1[CH2:10][CH2:9]2)[C:3]([NH:36][CH2:37][CH2:38][S:39]([CH3:42])(=[O:41])=[O:40])=[O:5]. The yield is 0.184. (4) The reactants are Br.[Br:2][C:3]1[S:7][C:6]([NH2:8])=[N:5][CH:4]=1.C(N(CC)CC)C.[C:16]([O:20][C:21](O[C:21]([O:20][C:16]([CH3:19])([CH3:18])[CH3:17])=[O:22])=[O:22])([CH3:19])([CH3:18])[CH3:17]. The catalyst is CN(C)C1C=CN=CC=1.O1CCCC1. The product is [Br:2][C:3]1[S:7][C:6]([NH:8][C:21](=[O:22])[O:20][C:16]([CH3:19])([CH3:18])[CH3:17])=[N:5][CH:4]=1. The yield is 0.780. (5) The reactants are [CH2:1]([O:8][C:9]([N:11]1[CH2:16][CH2:15][CH:14]([C:17]([OH:19])=O)[CH2:13][CH2:12]1)=[O:10])[C:2]1[CH:7]=[CH:6][CH:5]=[CH:4][CH:3]=1.C(OC1N(CC2C=CC(Cl)=CC=2Cl)N=C(C([NH:41][C:42]2[CH:47]=[C:46]([CH3:48])[CH:45]=[C:44]([CH3:49])[N:43]=2)=O)C=1)CCC. The product is [CH3:48][C:46]1[CH:45]=[C:44]([CH3:49])[N:43]=[C:42]([NH:41][C:17]([CH:14]2[CH2:13][CH2:12][N:11]([C:9]([O:8][CH2:1][C:2]3[CH:3]=[CH:4][CH:5]=[CH:6][CH:7]=3)=[O:10])[CH2:16][CH2:15]2)=[O:19])[CH:47]=1. No catalyst specified. The yield is 0.250. (6) The reactants are O[C@@H]([C@H](O)C(O)=O)C(O)=O.[CH3:11][C@@H:12]1[CH2:17][CH2:16][NH:15][CH2:14][C@@H:13]1[C:18]([O:20]CC)=[O:19].Cl.C([O-])(O)=O.[Na+].[C:29](O[C:29]([O:31][C:32]([CH3:35])([CH3:34])[CH3:33])=[O:30])([O:31][C:32]([CH3:35])([CH3:34])[CH3:33])=[O:30]. The catalyst is CCCCCCC.O.CCOCC.O1CCOCC1. The product is [C:32]([O:31][C:29]([N:15]1[CH2:16][CH2:17][C@@H:12]([CH3:11])[C@@H:13]([C:18]([OH:20])=[O:19])[CH2:14]1)=[O:30])([CH3:35])([CH3:34])[CH3:33]. The yield is 0.890. (7) No catalyst specified. The yield is 0.730. The reactants are [F:1][C:2]1[CH:3]=[CH:4][C:5]([C:25]([F:28])([F:27])[F:26])=[C:6]([C@H:8]2[CH2:12][CH2:11][CH2:10][N:9]2[C:13]2[CH:18]=[CH:17][N:16]3[N:19]=[CH:20][C:21]([C:22]([OH:24])=O)=[C:15]3[N:14]=2)[CH:7]=1.[NH2:29][CH2:30][C@H:31]([OH:34])[CH2:32][OH:33]. The product is [OH:34][C@H:31]([CH2:32][OH:33])[CH2:30][NH:29][C:22]([C:21]1[CH:20]=[N:19][N:16]2[CH:17]=[CH:18][C:13]([N:9]3[CH2:10][CH2:11][CH2:12][C@@H:8]3[C:6]3[CH:7]=[C:2]([F:1])[CH:3]=[CH:4][C:5]=3[C:25]([F:27])([F:28])[F:26])=[N:14][C:15]=12)=[O:24]. (8) The reactants are [F:1][C:2]([F:30])([F:29])[C:3]1[CH:8]=[CH:7][N:6]=[C:5]([N:9]2[CH2:14][CH2:13][CH:12]([CH2:15][NH:16][C:17]([C:19]3[CH:28]=[CH:27][C:22]([C:23]([O:25]C)=[O:24])=[CH:21][CH:20]=3)=[O:18])[CH2:11][CH2:10]2)[N:4]=1.CO.O.[OH-].[Li+]. The catalyst is O1CCCC1. The product is [F:29][C:2]([F:1])([F:30])[C:3]1[CH:8]=[CH:7][N:6]=[C:5]([N:9]2[CH2:10][CH2:11][CH:12]([CH2:15][NH:16][C:17]([C:19]3[CH:28]=[CH:27][C:22]([C:23]([OH:25])=[O:24])=[CH:21][CH:20]=3)=[O:18])[CH2:13][CH2:14]2)[N:4]=1. The yield is 0.810.